The task is: Predict the reaction yield, written as a fraction of the theoretical maximum amount of product (1.0 means a 100% yield; for example, 0.34 means a 34% yield).. This data is from Reaction yield outcomes from USPTO patents with 853,638 reactions. (1) The reactants are Cl.[CH3:2][NH:3][CH2:4][CH2:5][NH:6][C:7](=[O:13])[O:8][C:9]([CH3:12])([CH3:11])[CH3:10].C(O[BH-](OC(=O)C)OC(=O)C)(=O)C.[Na+].O=[C:29]1[CH2:34][CH2:33][N:32]([C:35]([O:37][CH2:38][C:39]2[CH:44]=[CH:43][CH:42]=[CH:41][CH:40]=2)=[O:36])[CH2:31][CH2:30]1.C(=O)([O-])O.[Na+]. The catalyst is ClCCl. The product is [C:9]([O:8][C:7]([NH:6][CH2:5][CH2:4][N:3]([CH3:2])[CH:29]1[CH2:34][CH2:33][N:32]([C:35]([O:37][CH2:38][C:39]2[CH:44]=[CH:43][CH:42]=[CH:41][CH:40]=2)=[O:36])[CH2:31][CH2:30]1)=[O:13])([CH3:12])([CH3:11])[CH3:10]. The yield is 0.700. (2) The reactants are [Cl:1][C:2]1[CH:3]=[C:4]([CH:9]=[C:10](I)[CH:11]=1)[C:5]([O:7][CH3:8])=[O:6].CN1CCN(C)C1=O.C(O)(=O)[CH2:22][C:23]([CH2:28]C(O)=O)(C(O)=O)O.[Br-]. The catalyst is C1COCC1.CCOC(C)=O. The product is [Cl:1][C:2]1[CH:3]=[C:4]([CH:9]=[C:10]([CH:28]2[CH2:23][CH2:22]2)[CH:11]=1)[C:5]([O:7][CH3:8])=[O:6]. The yield is 0.630. (3) The product is [OH:14][CH2:2][C:3]([C:5]1[CH:10]=[CH:9][C:8]([Cl:11])=[C:7]([Cl:12])[CH:6]=1)=[O:4]. The yield is 0.420. The reactants are Br[CH2:2][C:3]([C:5]1[CH:10]=[CH:9][C:8]([Cl:11])=[C:7]([Cl:12])[CH:6]=1)=[O:4].C([O-])=[O:14].[Na+]. The catalyst is CO.